Dataset: Full USPTO retrosynthesis dataset with 1.9M reactions from patents (1976-2016). Task: Predict the reactants needed to synthesize the given product. (1) Given the product [CH2:1]([C:3]1[C:11]2[C:6](=[C:7]([O:15][CH3:16])[CH:8]=[C:9]([C:12]([OH:14])=[O:13])[CH:10]=2)[NH:5][N:4]=1)[CH3:2], predict the reactants needed to synthesize it. The reactants are: [CH2:1]([C:3]1[C:11]2[C:6](=[C:7]([O:15][CH3:16])[CH:8]=[C:9]([C:12]([O-:14])=[O:13])[CH:10]=2)[NH:5][N:4]=1)[CH3:2].[Li+].[OH-]. (2) Given the product [C:29]([O:33][C:34]([NH:36][CH2:37][C:38]([CH3:45])([CH3:44])[CH2:39][CH2:40][CH2:41][CH2:42][O:43][C:15]1[C:16]([CH2:26][CH:27]=[CH2:28])=[C:17]2[C:22](=[CH:23][CH:24]=1)[C:21](=[O:25])[CH2:20][CH2:19][CH2:18]2)=[O:35])([CH3:32])([CH3:31])[CH3:30], predict the reactants needed to synthesize it. The reactants are: C(OC(NCCCCCO[C:15]1[C:16]([CH2:26][CH:27]=[CH2:28])=[C:17]2[C:22](=[CH:23][CH:24]=1)[C:21](=[O:25])[CH2:20][CH2:19][CH2:18]2)=O)(C)(C)C.[C:29]([O:33][C:34]([NH:36][CH2:37][C:38]([CH3:45])([CH3:44])[CH2:39][CH2:40][CH2:41][CH2:42][OH:43])=[O:35])([CH3:32])([CH3:31])[CH3:30]. (3) Given the product [NH3:4].[Cl:36][C:37]1[CH:38]=[C:39]([CH:43]=[CH:44][C:45]=1[OH:46])[C:40]([N:4]([CH3:3])[CH2:5][CH2:6][CH2:7][CH2:8][CH2:9][CH2:10][CH2:11][CH2:12][CH2:13][N:14]1[CH2:15][CH2:16][CH:17]([O:20][C:21](=[O:35])[NH:22][C:23]2[CH:28]=[CH:27][CH:26]=[CH:25][C:24]=2[C:29]2[CH:30]=[CH:31][CH:32]=[CH:33][CH:34]=2)[CH2:18][CH2:19]1)=[O:42], predict the reactants needed to synthesize it. The reactants are: Cl.Cl.[CH3:3][NH:4][CH2:5][CH2:6][CH2:7][CH2:8][CH2:9][CH2:10][CH2:11][CH2:12][CH2:13][N:14]1[CH2:19][CH2:18][CH:17]([O:20][C:21](=[O:35])[NH:22][C:23]2[CH:28]=[CH:27][CH:26]=[CH:25][C:24]=2[C:29]2[CH:34]=[CH:33][CH:32]=[CH:31][CH:30]=2)[CH2:16][CH2:15]1.[Cl:36][C:37]1[CH:38]=[C:39]([CH:43]=[CH:44][C:45]=1[OH:46])[C:40]([OH:42])=O.Cl.CN(C)CCCN=C=NCC.C(=O)([O-])[O-].[K+].[K+]. (4) Given the product [N+:10]([C:6]1[C:5]2[O:13][CH2:14][CH:15]=[CH:16][CH2:1][C:4]=2[CH:9]=[CH:8][CH:7]=1)([O-:12])=[O:11], predict the reactants needed to synthesize it. The reactants are: [CH2:1]([C:4]1[CH:9]=[CH:8][CH:7]=[C:6]([N+:10]([O-:12])=[O:11])[C:5]=1[O:13][CH2:14][CH:15]=[CH2:16])C=C.C(Cl)Cl. (5) Given the product [C:1]([C:3]1[CH:4]=[CH:5][C:6]([N:9]2[C:13]([C:14]3[CH:19]=[CH:18][C:17]([CH3:20])=[CH:16][CH:15]=3)=[CH:12][C:11]([N:21]([CH2:30][CH:31]3[C@@H:32]4[C@H:36]3[CH2:35][N:34]([C:37]([O:39][C:40]([CH3:41])([CH3:43])[CH3:42])=[O:38])[CH2:33]4)[C:22]([O:23][C:24]([CH3:25])([CH3:27])[CH3:26])=[O:28])=[N:10]2)=[CH:7][CH:8]=1)#[N:2], predict the reactants needed to synthesize it. The reactants are: [C:1]([C:3]1[CH:8]=[CH:7][C:6]([N:9]2[C:13]([C:14]3[CH:19]=[CH:18][C:17]([CH3:20])=[CH:16][CH:15]=3)=[CH:12][C:11]([NH:21][C:22](=[O:28])[O:23][C:24]([CH3:27])([CH3:26])[CH3:25])=[N:10]2)=[CH:5][CH:4]=1)#[N:2].Cl[CH2:30][CH:31]1[C@@H:36]2[C@H:32]1[CH2:33][N:34]([C:37]([O:39][C:40]([CH3:43])([CH3:42])[CH3:41])=[O:38])[CH2:35]2.C([O-])([O-])=O.[Cs+].[Cs+].